From a dataset of Forward reaction prediction with 1.9M reactions from USPTO patents (1976-2016). Predict the product of the given reaction. (1) Given the reactants Br[C:2]1[CH:7]=[CH:6][C:5]([Cl:8])=[CH:4][C:3]=1[CH2:9][F:10].C([Li])CCC.CN([CH:19]=[O:20])C.[Cl-].[NH4+], predict the reaction product. The product is: [Cl:8][C:5]1[CH:6]=[CH:7][C:2]([CH:19]=[O:20])=[C:3]([CH2:9][F:10])[CH:4]=1. (2) Given the reactants [H-].[Na+].[NH:3]1[CH:7]=[CH:6][N:5]=[CH:4]1.[F:8][C:9]1[CH:10]=[C:11]([C:16]2[CH2:20][CH:19]([CH2:21][O:22][C:23]3[CH:27]=[CH:26][O:25][N:24]=3)[O:18][N:17]=2)[CH:12]=[CH:13][C:14]=1F, predict the reaction product. The product is: [F:8][C:9]1[CH:10]=[C:11]([C:16]2[CH2:20][CH:19]([CH2:21][O:22][C:23]3[CH:27]=[CH:26][O:25][N:24]=3)[O:18][N:17]=2)[CH:12]=[CH:13][C:14]=1[N:3]1[CH:7]=[CH:6][N:5]=[CH:4]1. (3) Given the reactants [CH3:1][O:2][C:3]1[CH:4]=[C:5]2[C:9](=[CH:10][CH:11]=1)[C:8](=[O:12])[CH2:7][CH2:6]2.[N:13](OCCCC)=[O:14].Cl, predict the reaction product. The product is: [CH3:1][O:2][C:3]1[CH:4]=[C:5]2[C:9](=[CH:10][CH:11]=1)[C:8](=[O:12])/[C:7](=[N:13]\[OH:14])/[CH2:6]2. (4) Given the reactants [C:1]([O:5][C:6]([C@H:8]1[CH2:10][C@H:9]1[C:11]([OH:13])=O)=[O:7])([CH3:4])([CH3:3])[CH3:2], predict the reaction product. The product is: [C:1]([O:5][C:6]([C@H:8]1[CH2:10][C@H:9]1[C:11](=[O:13])[CH2:8][C:6]([O:5][CH2:1][CH3:2])=[O:7])=[O:7])([CH3:2])([CH3:3])[CH3:4]. (5) Given the reactants C(OC(=O)[NH:7][CH2:8][CH2:9][CH:10]([NH:17][C:18](=[O:42])[C:19]1[CH:24]=[CH:23][C:22]([Cl:25])=[C:21]([NH:26][C:27]([C:29]2[C:40](=[O:41])[NH:39][C:32]3[N:33]=[C:34]([O:37][CH3:38])[N:35]=[CH:36][C:31]=3[CH:30]=2)=[O:28])[CH:20]=1)[C:11]1[CH:16]=[CH:15][CH:14]=[CH:13][CH:12]=1)(C)(C)C.FC(F)(F)C(O)=O, predict the reaction product. The product is: [NH2:7][CH2:8][CH2:9][CH:10]([NH:17][C:18]([C:19]1[CH:24]=[CH:23][C:22]([Cl:25])=[C:21]([NH:26][C:27]([C:29]2[C:40](=[O:41])[NH:39][C:32]3[N:33]=[C:34]([O:37][CH3:38])[N:35]=[CH:36][C:31]=3[CH:30]=2)=[O:28])[CH:20]=1)=[O:42])[C:11]1[CH:12]=[CH:13][CH:14]=[CH:15][CH:16]=1.